This data is from Aqueous solubility values for 9,982 compounds from the AqSolDB database. The task is: Regression/Classification. Given a drug SMILES string, predict its absorption, distribution, metabolism, or excretion properties. Task type varies by dataset: regression for continuous measurements (e.g., permeability, clearance, half-life) or binary classification for categorical outcomes (e.g., BBB penetration, CYP inhibition). For this dataset (solubility_aqsoldb), we predict Y. (1) The compound is CCOc1ccc(C)cc1N=Nc1ccc(N=Nc2cccc(S(=O)(=O)[O-])c2)c2ccccc12.[Na+]. The Y is -1.85 log mol/L. (2) The compound is O=C([O-])[O-].O=C([O-])[O-].O=C([O-])[O-].[NH4+].[NH4+].[Zn+2].[Zn+2]. The Y is -0.290 log mol/L. (3) The molecule is CCC1(c2ccccc2)C(=O)NCNC1=O. The Y is -2.64 log mol/L.